Dataset: Forward reaction prediction with 1.9M reactions from USPTO patents (1976-2016). Task: Predict the product of the given reaction. (1) The product is: [OH:1][C@H:2]1[CH2:7][CH2:6][C@H:5]([NH:8][CH2:9][CH2:10][C:11]2[CH:12]=[CH:13][C:14]([O:17][C:19]3[CH:27]=[CH:26][C:22]([C:23]([NH2:25])=[O:24])=[CH:21][N:20]=3)=[CH:15][CH:16]=2)[CH2:4][CH2:3]1. Given the reactants [OH:1][C@H:2]1[CH2:7][CH2:6][C@H:5]([NH:8][CH2:9][CH2:10][C:11]2[CH:16]=[CH:15][C:14]([OH:17])=[CH:13][CH:12]=2)[CH2:4][CH2:3]1.Cl[C:19]1[CH:27]=[CH:26][C:22]([C:23]([NH2:25])=[O:24])=[CH:21][N:20]=1.C([O-])([O-])=O.[K+].[K+], predict the reaction product. (2) Given the reactants [CH2:1]([S:8][C:9]1([CH2:19][NH:20][C:21]([C:23]2[NH:24][C:25]3[C:30]([CH:31]=2)=[CH:29][CH:28]=[CH:27][C:26]=3[N:32]([CH3:41])[S:33]([C:36]2[S:37][CH:38]=[CH:39][CH:40]=2)(=[O:35])=[O:34])=[O:22])[CH2:18][CH2:17][C:12]2(OCC[O:13]2)[CH2:11][CH2:10]1)[C:2]1[CH:7]=[CH:6][CH:5]=[CH:4][CH:3]=1.C(O)(=O)C, predict the reaction product. The product is: [CH2:1]([S:8][C:9]1([CH2:19][NH:20][C:21]([C:23]2[NH:24][C:25]3[C:30]([CH:31]=2)=[CH:29][CH:28]=[CH:27][C:26]=3[N:32]([CH3:41])[S:33]([C:36]2[S:37][CH:38]=[CH:39][CH:40]=2)(=[O:35])=[O:34])=[O:22])[CH2:18][CH2:17][C:12](=[O:13])[CH2:11][CH2:10]1)[C:2]1[CH:7]=[CH:6][CH:5]=[CH:4][CH:3]=1.